From a dataset of Full USPTO retrosynthesis dataset with 1.9M reactions from patents (1976-2016). Predict the reactants needed to synthesize the given product. (1) Given the product [Cl:1][C:2]1[C:11]2[C:6](=[CH:7][C:8]([S:12]([N:15]([CH2:26][CH2:27][O:28][CH:29]3[CH2:34][CH2:33][CH2:32][CH2:31][O:30]3)[C:16]3([C:21]([OH:23])=[O:22])[CH2:20][CH2:19][CH2:18][CH2:17]3)(=[O:13])=[O:14])=[CH:9][CH:10]=2)[C:5]([NH:35][C:36]([NH2:38])=[NH:37])=[N:4][CH:3]=1, predict the reactants needed to synthesize it. The reactants are: [Cl:1][C:2]1[C:11]2[C:6](=[CH:7][C:8]([S:12]([N:15]([CH2:26][CH2:27][O:28][CH:29]3[CH2:34][CH2:33][CH2:32][CH2:31][O:30]3)[C:16]3([C:21]([O:23]CC)=[O:22])[CH2:20][CH2:19][CH2:18][CH2:17]3)(=[O:14])=[O:13])=[CH:9][CH:10]=2)[C:5]([NH:35][C:36]([NH2:38])=[NH:37])=[N:4][CH:3]=1.[OH-].[Na+]. (2) Given the product [F:6][C:7]1[CH:8]=[C:9]([N:13]2[CH:17]=[C:16]([CH:21]=[O:22])[C:15]([CH3:18])=[N:14]2)[CH:10]=[CH:11][CH:12]=1, predict the reactants needed to synthesize it. The reactants are: P(Cl)(Cl)(Cl)=O.[F:6][C:7]1[CH:8]=[C:9]([N:13]2[CH:17]=[CH:16][C:15]([CH3:18])=[N:14]2)[CH:10]=[CH:11][CH:12]=1.CN(C)[CH:21]=[O:22].C(=O)([O-])O.[Na+]. (3) Given the product [F:1][C:2]([C:8]1[N:13]=[CH:12][N:11]=[C:10]([C:14]2[NH:16][O:17][C:18](=[O:19])[N:15]=2)[CH:9]=1)([F:7])[C:3]([F:6])([F:5])[F:4], predict the reactants needed to synthesize it. The reactants are: [F:1][C:2]([C:8]1[N:13]=[CH:12][N:11]=[C:10]([C:14](=[N:16][OH:17])[NH2:15])[CH:9]=1)([F:7])[C:3]([F:6])([F:5])[F:4].[C:18](N1C=CN=C1)(N1C=CN=C1)=[O:19].N12CCCN=C1CCCCC2.Cl. (4) Given the product [C:14]([C:18]1[O:22][N:21]=[C:20]([NH:23][C:24]([C@@H:26]2[CH2:32][CH2:31][CH2:30][CH2:29][CH2:28][N:27]2[CH2:11][CH:8]2[CH2:7][CH2:6][O:5][CH2:10][CH2:9]2)=[O:25])[CH:19]=1)([CH3:17])([CH3:15])[CH3:16], predict the reactants needed to synthesize it. The reactants are: C([BH3-])#N.[Na+].[O:5]1[CH2:10][CH2:9][CH:8]([CH:11]=O)[CH2:7][CH2:6]1.Cl.[C:14]([C:18]1[O:22][N:21]=[C:20]([NH:23][C:24]([C@@H:26]2[CH2:32][CH2:31][CH2:30][CH2:29][CH2:28][NH:27]2)=[O:25])[CH:19]=1)([CH3:17])([CH3:16])[CH3:15].